Task: Predict the reactants needed to synthesize the given product.. Dataset: Full USPTO retrosynthesis dataset with 1.9M reactions from patents (1976-2016) (1) Given the product [Cl:1][C:2]1[CH:31]=[C:30]([Cl:32])[CH:29]=[CH:28][C:3]=1[CH2:4][N:5]1[CH2:9][C@H:8]([C:10]2[CH:14]=[CH:13][S:12][CH:11]=2)[C@@H:7]([CH2:15][N:16]2[CH2:21][CH2:20][CH:19]([CH2:22][O:23][CH2:24][CH2:25][CH2:26][NH:27][C:33](=[O:35])[CH3:34])[CH2:18][CH2:17]2)[CH2:6]1, predict the reactants needed to synthesize it. The reactants are: [Cl:1][C:2]1[CH:31]=[C:30]([Cl:32])[CH:29]=[CH:28][C:3]=1[CH2:4][N:5]1[CH2:9][C@H:8]([C:10]2[CH:14]=[CH:13][S:12][CH:11]=2)[C@@H:7]([CH2:15][N:16]2[CH2:21][CH2:20][CH:19]([CH2:22][O:23][CH2:24][CH2:25][CH2:26][NH2:27])[CH2:18][CH2:17]2)[CH2:6]1.[C:33](OC(=O)C)(=[O:35])[CH3:34].N1C=CC=CC=1. (2) Given the product [Cl:25][C:26]1[CH:27]=[CH:28][C:29]([C:30]2[CH:31]=[CH:32][C:33]([CH2:37][CH3:38])=[C:34]([CH:2]3[C:1](=[O:12])[CH:9]4[CH:4]([CH:5]5[CH2:10][CH:8]4[CH2:7][CH2:6]5)[C:3]3=[O:11])[CH:35]=2)=[CH:39][CH:40]=1, predict the reactants needed to synthesize it. The reactants are: [C:1]1(=[O:12])[CH:9]2[CH:4]([CH:5]3[CH2:10][CH:8]2[CH2:7][CH2:6]3)[C:3](=[O:11])[CH2:2]1.C([O-])(=O)C.C([O-])(=O)C.C([O-])(=O)C.[Cl:25][C:26]1[CH:40]=[CH:39][C:29]([C:30]2[CH:31]=[CH:32][C:33]([CH2:37][CH3:38])=[C:34]([Pb+3])[CH:35]=2)=[CH:28][CH:27]=1.C(Cl)(Cl)Cl. (3) Given the product [Cl:28][C:29]1[S:30][C:31]([Cl:37])=[CH:32][C:33]=1[C:34]([N:24]1[CH2:23][CH2:22][N:21]([C:18]2[CH:19]=[CH:20][C:15]([C:7]3[NH:6][C:5](=[O:27])[C:4]4[C:9](=[CH:10][C:11]([O:13][CH3:14])=[CH:12][C:3]=4[O:2][CH3:1])[N:8]=3)=[CH:16][CH:17]=2)[CH2:26][CH2:25]1)=[O:35], predict the reactants needed to synthesize it. The reactants are: [CH3:1][O:2][C:3]1[CH:12]=[C:11]([O:13][CH3:14])[CH:10]=[C:9]2[C:4]=1[C:5](=[O:27])[NH:6][C:7]([C:15]1[CH:20]=[CH:19][C:18]([N:21]3[CH2:26][CH2:25][NH:24][CH2:23][CH2:22]3)=[CH:17][CH:16]=1)=[N:8]2.[Cl:28][C:29]1[S:30][C:31]([Cl:37])=[CH:32][C:33]=1[C:34](Cl)=[O:35].CCN(CC)CC. (4) Given the product [Br:1][C:2]1[CH:12]=[CH:11][C:5]([CH:6]([OH:10])[C:7]([O:9][CH3:18])=[O:8])=[CH:4][CH:3]=1, predict the reactants needed to synthesize it. The reactants are: [Br:1][C:2]1[CH:12]=[CH:11][C:5]([CH:6]([OH:10])[C:7]([OH:9])=[O:8])=[CH:4][CH:3]=1.S(=O)(=O)(O)O.[CH3:18]O. (5) The reactants are: [Br:1][C:2]1[C:7]([CH3:8])=[C:6]([CH3:9])[CH:5]=[CH:4][C:3]=1[N+:10]([O-])=O.O.O.Cl[Sn]Cl.O.C([O-])(O)=O.[Na+]. Given the product [Br:1][C:2]1[C:7]([CH3:8])=[C:6]([CH3:9])[CH:5]=[CH:4][C:3]=1[NH2:10], predict the reactants needed to synthesize it. (6) Given the product [CH3:1][O:2][C:3]1[CH:4]=[CH:5][C:6]([C:7]([N:9]2[C:18]3[C:13](=[CH:14][CH:15]=[CH:16][CH:17]=3)[C@H:12]([NH2:19])[CH2:11][C@@H:10]2[CH3:29])=[O:8])=[CH:30][CH:31]=1, predict the reactants needed to synthesize it. The reactants are: [CH3:1][O:2][C:3]1[CH:31]=[CH:30][C:6]([C:7]([N:9]2[C:18]3[C:13](=[CH:14][CH:15]=[CH:16][CH:17]=3)[C@H:12]([N:19](C3C=CN=CC=3)C(=O)C)[CH2:11][C@@H:10]2[CH3:29])=[O:8])=[CH:5][CH:4]=1.FC1C=CC(C(Cl)=O)=CC=1. (7) Given the product [Cl:1][C:2]1[CH:3]=[CH:4][C:5]([C:6]23[CH2:8][CH2:9][C:10](=[O:12])[N:17]2[CH2:16][CH2:15][NH:18]3)=[CH:13][CH:14]=1, predict the reactants needed to synthesize it. The reactants are: [Cl:1][C:2]1[CH:14]=[CH:13][C:5]([C:6]([CH2:8][CH2:9][C:10]([OH:12])=O)=O)=[CH:4][CH:3]=1.[CH2:15]([NH2:18])[CH2:16][NH2:17]. (8) Given the product [Cl:1][C:2]1[CH:3]=[C:4]2[C:9](=[C:10]([OH:12])[CH:11]=1)[N:8]=[CH:7][CH:6]=[CH:5]2, predict the reactants needed to synthesize it. The reactants are: [Cl:1][C:2]1[CH:3]=[C:4]2[C:9](=[C:10]([O:12]C)[CH:11]=1)[N:8]=[CH:7][CH:6]=[CH:5]2.Cl.N1C=CC=CC=1.C(=O)(O)[O-].[Na+].